From a dataset of Catalyst prediction with 721,799 reactions and 888 catalyst types from USPTO. Predict which catalyst facilitates the given reaction. (1) Reactant: [Na].[CH3:2][NH2:3].[CH2:4]1[CH2:18][N:17]2[CH2:19][CH2:20][CH2:21][C@H:15]3[C@@H:16]2[C@H:6]([CH2:7][N:8]2[C:13](=[O:14])[CH:12]=[CH:11][CH2:10][C@@H:9]23)[CH2:5]1. Product: [CH3:2][NH:3][CH:11]1[CH2:12][C:13](=[O:14])[N:8]2[C@@H:9]([C@@H:15]3[C@@H:16]4[C@H:6]([CH2:7]2)[CH2:5][CH2:4][CH2:18][N:17]4[CH2:19][CH2:20][CH2:21]3)[CH2:10]1. The catalyst class is: 8. (2) Reactant: N[C:2]1[C:10]2[O:9][CH:8]([CH3:11])[CH2:7][C:6]=2[C:5]2[C:12]([C:22]([NH:24][CH3:25])=[O:23])=[C:13]([C:15]3[CH:20]=[CH:19][C:18]([F:21])=[CH:17][CH:16]=3)[O:14][C:4]=2[CH:3]=1.[CH2:26]=O.Cl.[C:29]([BH3-])#[N:30].[Na+]. Product: [CH3:26][N:30]([CH3:29])[C:2]1[C:10]2[O:9][CH:8]([CH3:11])[CH2:7][C:6]=2[C:5]2[C:12]([C:22]([NH:24][CH3:25])=[O:23])=[C:13]([C:15]3[CH:20]=[CH:19][C:18]([F:21])=[CH:17][CH:16]=3)[O:14][C:4]=2[CH:3]=1. The catalyst class is: 24. (3) Reactant: Cl.[F:2][C:3]1([F:7])[CH2:6][NH:5][CH2:4]1.[Cl:8][C:9]1[CH:14]=[C:13]([Cl:15])[CH:12]=[CH:11][C:10]=1[N:16]1[C:24]2[CH2:23][CH2:22][N:21]([N:25]3[CH2:30][CH2:29][CH2:28][CH2:27][CH2:26]3)[C:20](=[O:31])[C:19]=2[C:18]([CH3:32])=[C:17]1[C:33]1[CH:40]=[CH:39][C:36]([CH:37]=O)=[CH:35][CH:34]=1.C(O[BH-](OC(=O)C)OC(=O)C)(=O)C.[Na+].O. Product: [Cl:8][C:9]1[CH:14]=[C:13]([Cl:15])[CH:12]=[CH:11][C:10]=1[N:16]1[C:24]2[CH2:23][CH2:22][N:21]([N:25]3[CH2:26][CH2:27][CH2:28][CH2:29][CH2:30]3)[C:20](=[O:31])[C:19]=2[C:18]([CH3:32])=[C:17]1[C:33]1[CH:34]=[CH:35][C:36]([CH2:37][N:5]2[CH2:6][C:3]([F:7])([F:2])[CH2:4]2)=[CH:39][CH:40]=1. The catalyst class is: 68. (4) Reactant: [CH2:1]([CH2:5][C:6](=O)[CH3:7])[C:2]([CH3:4])=O.C([O-])(=O)C.[Na+].C(O)(=O)C.[Br:18][C:19]1[CH:24]=[C:23]([CH3:25])[CH:22]=[C:21]([NH2:26])[N:20]=1. Product: [Br:18][C:19]1[CH:24]=[C:23]([CH3:25])[CH:22]=[C:21]([N:26]2[C:6]([CH3:7])=[CH:5][CH:1]=[C:2]2[CH3:4])[N:20]=1. The catalyst class is: 93. (5) Reactant: [NH2:1][C:2]1[CH:15]=[CH:14][C:5]([O:6][C:7]2[CH:12]=[CH:11][N:10]=[C:9]([NH2:13])[CH:8]=2)=[CH:4][C:3]=1[F:16].[CH2:17]([N:19]([CH2:22][CH3:23])[CH2:20]C)[CH3:18].ClC(OC1C=CC=CC=1)=[O:26].N1CCCC1. Product: [NH2:1][C:2]1[CH:15]=[CH:14][C:5]([O:6][C:7]2[CH:12]=[CH:11][N:10]=[C:9]([NH:13][C:20]([N:19]3[CH2:22][CH2:23][CH2:18][CH2:17]3)=[O:26])[CH:8]=2)=[CH:4][C:3]=1[F:16]. The catalyst class is: 213. (6) Reactant: CCN(C(C)C)C(C)C.[CH2:10]([O:12][C:13]([C:15]1[CH:16]=[N:17][N:18]([C:20]2[NH:29][C:28](=[O:30])[C:27]3[C:22](=[CH:23][C:24]4[CH2:34][CH2:33][CH2:32][CH2:31][C:25]=4[CH:26]=3)[N:21]=2)[CH:19]=1)=[O:14])[CH3:11].C(OC(C1C=NN(C2NC(=O)C3C4CCCCC=4C=CC=3N=2)C=1)=O)C.Cl[CH2:61][O:62][CH2:63][CH2:64][O:65][CH3:66]. Product: [CH2:10]([O:12][C:13]([C:15]1[CH:16]=[N:17][N:18]([C:20]2[N:29]([CH2:61][O:62][CH2:63][CH2:64][O:65][CH3:66])[C:28](=[O:30])[C:27]3[C:22](=[CH:23][C:24]4[CH2:34][CH2:33][CH2:32][CH2:31][C:25]=4[CH:26]=3)[N:21]=2)[CH:19]=1)=[O:14])[CH3:11]. The catalyst class is: 49.